Dataset: Forward reaction prediction with 1.9M reactions from USPTO patents (1976-2016). Task: Predict the product of the given reaction. (1) Given the reactants CC(O)(C(C)(O)C)C.[Cl:9][C:10]1[CH:11]=[C:12](B2OC(C)(C)C(C)(C)O2)[CH:13]=[C:14]([N+:16]([O-:18])=[O:17])[CH:15]=1.Br[C:29]1[S:33][C:32]([C:34]2([OH:38])[CH2:37][CH2:36][CH2:35]2)=[N:31][CH:30]=1.C(=O)([O-])[O-].[Na+].[Na+].CN(C=O)C, predict the reaction product. The product is: [Cl:9][C:10]1[CH:11]=[C:12]([C:29]2[S:33][C:32]([C:34]3([OH:38])[CH2:37][CH2:36][CH2:35]3)=[N:31][CH:30]=2)[CH:13]=[C:14]([N+:16]([O-:18])=[O:17])[CH:15]=1. (2) Given the reactants [OH:1][C:2]1[CH:7]=[CH:6][C:5]([CH2:8][C:9]([OH:11])=[O:10])=[CH:4][C:3]=1[O:12][CH3:13].S(=O)(=O)(O)O.[CH2:19](O)[CH3:20], predict the reaction product. The product is: [OH:1][C:2]1[CH:7]=[CH:6][C:5]([CH2:8][C:9]([O:11][CH2:19][CH3:20])=[O:10])=[CH:4][C:3]=1[O:12][CH3:13].